Dataset: Forward reaction prediction with 1.9M reactions from USPTO patents (1976-2016). Task: Predict the product of the given reaction. Given the reactants [F:1][C:2]1[C:7]([C:8]([F:11])([F:10])[F:9])=[CH:6][CH:5]=[CH:4][C:3]=1[C:12](=[O:14])[CH3:13].S(Cl)([Cl:18])(=O)=O, predict the reaction product. The product is: [Cl:18][CH2:13][C:12]([C:3]1[CH:4]=[CH:5][CH:6]=[C:7]([C:8]([F:10])([F:11])[F:9])[C:2]=1[F:1])=[O:14].